From a dataset of Reaction yield outcomes from USPTO patents with 853,638 reactions. Predict the reaction yield, written as a fraction of the theoretical maximum amount of product (1.0 means a 100% yield; for example, 0.34 means a 34% yield). (1) The reactants are [C:1]([O:5][C:6]([C:8]1[O:9][C:10]2[CH:17]=[CH:16][C:15]([I:18])=[C:14]([OH:19])[C:11]=2[C:12]=1[CH3:13])=[O:7])([CH3:4])([CH3:3])[CH3:2].IC.[C:22]([O-])([O-])=O.[K+].[K+]. The catalyst is CN(C=O)C. The product is [C:1]([O:5][C:6]([C:8]1[O:9][C:10]2[CH:17]=[CH:16][C:15]([I:18])=[C:14]([O:19][CH3:22])[C:11]=2[C:12]=1[CH3:13])=[O:7])([CH3:4])([CH3:2])[CH3:3]. The yield is 1.00. (2) The reactants are [F:1][C:2]1[CH:11]=[C:10]2[C:5]([C:6]([N:13]3[CH2:18][CH2:17][O:16][CH2:15][CH2:14]3)=[CH:7][NH:8][C:9]2=O)=[CH:4][C:3]=1[O:19][CH3:20].O=P(Cl)(Cl)[Cl:23]. No catalyst specified. The product is [Cl:23][C:9]1[C:10]2[C:5](=[CH:4][C:3]([O:19][CH3:20])=[C:2]([F:1])[CH:11]=2)[C:6]([N:13]2[CH2:18][CH2:17][O:16][CH2:15][CH2:14]2)=[CH:7][N:8]=1. The yield is 0.468. (3) The reactants are [CH3:1][N:2]([CH2:4][C:5](Cl)=[O:6])[CH3:3].C(OC(=O)[NH:14][C:15]1[CH:20]=[CH:19][CH:18]=[C:17]([CH:21]2[CH2:26][CH2:25][NH:24][CH2:23][CH2:22]2)[CH:16]=1)(C)(C)C.C(N(CC)CC)C.C(O)(C(F)(F)F)=O. The catalyst is C(Cl)Cl.O. The product is [NH2:14][C:15]1[CH:16]=[C:17]([CH:21]2[CH2:26][CH2:25][N:24]([C:5](=[O:6])[CH2:4][N:2]([CH3:3])[CH3:1])[CH2:23][CH2:22]2)[CH:18]=[CH:19][CH:20]=1. The yield is 0.480. (4) The reactants are [OH-].[Na+].[Br:3][C:4]1[C:12]2[C:7](=[N:8][CH:9]=[C:10]([C:13]3[CH:14]=[C:15]([CH:20]=[CH:21][C:22]=3[CH3:23])[C:16]([O:18]C)=[O:17])[CH:11]=2)[O:6][C:5]=1[C:24]1[CH:29]=[CH:28][C:27]([F:30])=[CH:26][CH:25]=1. The catalyst is CO.C1COCC1.CCOC(C)=O. The product is [Br:3][C:4]1[C:12]2[C:7](=[N:8][CH:9]=[C:10]([C:13]3[CH:14]=[C:15]([CH:20]=[CH:21][C:22]=3[CH3:23])[C:16]([OH:18])=[O:17])[CH:11]=2)[O:6][C:5]=1[C:24]1[CH:25]=[CH:26][C:27]([F:30])=[CH:28][CH:29]=1. The yield is 0.970. (5) The reactants are [NH2:1][C:2]1[CH:3]=[C:4]([C:8]2[C:16]3[C:11](=[CH:12][CH:13]=[C:14]([C:17]([NH2:19])=[O:18])[CH:15]=3)[N:10](C3CCCCO3)[N:9]=2)[CH:5]=[CH:6][CH:7]=1.[O:26]1[CH2:30][CH2:29][CH:28]([C:31](O)=[O:32])[CH2:27]1.CCN=C=NCCCN(C)C. No catalyst specified. The product is [O:26]1[CH2:30][CH2:29][CH:28]([C:31]([NH:1][C:2]2[CH:3]=[C:4]([C:8]3[C:16]4[C:11](=[CH:12][CH:13]=[C:14]([C:17]([NH2:19])=[O:18])[CH:15]=4)[NH:10][N:9]=3)[CH:5]=[CH:6][CH:7]=2)=[O:32])[CH2:27]1. The yield is 0.150. (6) The reactants are [F:1][C:2]1[C:21]([NH:22][C:23]([NH:25][C:26]2[CH:27]=[N:28][C:29]([CH3:32])=[CH:30][CH:31]=2)=[O:24])=[CH:20][CH:19]=[CH:18][C:3]=1[CH2:4][N:5]1[CH2:10][CH2:9][N:8](C(OC(C)(C)C)=O)[CH2:7][CH2:6]1.Cl.[CH3:34][S:35](Cl)(=[O:37])=[O:36].CCN(C(C)C)C(C)C. The catalyst is CO. The product is [F:1][C:2]1[C:3]([CH2:4][N:5]2[CH2:10][CH2:9][N:8]([S:35]([CH3:34])(=[O:37])=[O:36])[CH2:7][CH2:6]2)=[CH:18][CH:19]=[CH:20][C:21]=1[NH:22][C:23]([NH:25][C:26]1[CH:27]=[N:28][C:29]([CH3:32])=[CH:30][CH:31]=1)=[O:24]. The yield is 0.760. (7) The reactants are Br[C:2]1[CH:3]=[C:4]([N:8]2[CH2:13][CH2:12][C:11]([CH3:20])([C:14]3[CH:19]=[CH:18][CH:17]=[CH:16][CH:15]=3)[O:10][C:9]2=[O:21])[CH:5]=[CH:6][CH:7]=1.[C:22]1(B(O)O)[CH:27]=[CH:26][CH:25]=[CH:24][CH:23]=1.C([O-])(O)=O.[Na+]. The catalyst is C1COCC1.O. The product is [C:2]1([C:22]2[CH:27]=[CH:26][CH:25]=[CH:24][CH:23]=2)[CH:7]=[CH:6][CH:5]=[C:4]([N:8]2[CH2:13][CH2:12][C:11]([CH3:20])([C:14]3[CH:19]=[CH:18][CH:17]=[CH:16][CH:15]=3)[O:10][C:9]2=[O:21])[CH:3]=1. The yield is 0.200.